This data is from Full USPTO retrosynthesis dataset with 1.9M reactions from patents (1976-2016). The task is: Predict the reactants needed to synthesize the given product. (1) Given the product [O:1]1[CH:5]=[CH:4][C:3]([CH:6]2[O:10][CH2:9][CH2:8][O:7]2)=[CH:2]1, predict the reactants needed to synthesize it. The reactants are: [O:1]1[CH:5]=[CH:4][C:3]([CH:6]=[O:7])=[CH:2]1.[CH2:8](O)[CH2:9][OH:10]. (2) Given the product [CH2:1]([O:8][C:9]([NH:11][C@H:12]1[CH2:16][CH2:17][CH2:18][N:19]([CH:20]2[CH2:21][CH2:22][N:23]([C:26]([O:28][C:29]([CH3:31])([CH3:32])[CH3:30])=[O:27])[CH2:24][CH2:25]2)[C:13]1=[O:14])=[O:10])[C:2]1[CH:7]=[CH:6][CH:5]=[CH:4][CH:3]=1, predict the reactants needed to synthesize it. The reactants are: [CH2:1]([O:8][C:9]([NH:11][C@@H:12]([CH2:16][CH2:17][CH2:18][NH:19][CH:20]1[CH2:25][CH2:24][N:23]([C:26]([O:28][C:29]([CH3:32])([CH3:31])[CH3:30])=[O:27])[CH2:22][CH2:21]1)[C:13](O)=[O:14])=[O:10])[C:2]1[CH:7]=[CH:6][CH:5]=[CH:4][CH:3]=1.Cl.C(N=C=NCCCN(C)C)C.C(N(C(C)C)C(C)C)C. (3) Given the product [Cl:1][C:2]1[CH:7]=[CH:6][C:5]([Cl:8])=[CH:4][C:3]=1[C:9]1[N:10]=[C:11]2[CH:16]=[N:15][CH:14]=[CH:13][N:12]2[C:17]=1[C:18]([OH:20])=[O:19], predict the reactants needed to synthesize it. The reactants are: [Cl:1][C:2]1[CH:7]=[CH:6][C:5]([Cl:8])=[CH:4][C:3]=1[C:9]1[N:10]=[C:11]2[CH:16]=[N:15][CH:14]=[CH:13][N:12]2[C:17]=1[C:18]([O:20]CC)=[O:19].[Li+].[OH-]. (4) Given the product [Cl:21][CH:11]([C:10]([C:5]1[CH:6]=[CH:7][CH:8]=[CH:9][C:4]=1[N+:1]([O-:3])=[O:2])=[O:17])[C:12]([O:14][CH2:15][CH3:16])=[O:13], predict the reactants needed to synthesize it. The reactants are: [N+:1]([C:4]1[CH:9]=[CH:8][CH:7]=[CH:6][C:5]=1[C:10](=[O:17])[CH2:11][C:12]([O:14][CH2:15][CH3:16])=[O:13])([O-:3])=[O:2].S(Cl)([Cl:21])(=O)=O.O.CCOC(C)=O. (5) Given the product [F:24][C:21]1[CH:20]=[CH:19][C:18]([CH2:17][O:16][C:13]2[CH:14]=[CH:15][C:10]([CH2:9][N:7]([CH3:8])[C:6]([CH:5]=[C:4]([OH:26])[C:3]([OH:27])=[O:2])=[O:25])=[CH:11][CH:12]=2)=[CH:23][CH:22]=1, predict the reactants needed to synthesize it. The reactants are: C[O:2][C:3](=[O:27])[C:4]([OH:26])=[CH:5][C:6](=[O:25])[N:7]([CH2:9][C:10]1[CH:15]=[CH:14][C:13]([O:16][CH2:17][C:18]2[CH:23]=[CH:22][C:21]([F:24])=[CH:20][CH:19]=2)=[CH:12][CH:11]=1)[CH3:8].N#N. (6) Given the product [Br:24][C:21]1[CH:22]=[CH:23][C:18]([C:2]#[C:1][C:3]2[CH:16]=[CH:15][C:6]([O:7][CH2:8][CH2:9][N:10]3[CH2:11][CH2:12][CH2:13][CH2:14]3)=[CH:5][CH:4]=2)=[N:19][CH:20]=1, predict the reactants needed to synthesize it. The reactants are: [C:1]([C:3]1[CH:16]=[CH:15][C:6]([O:7][CH2:8][CH2:9][N:10]2[CH2:14][CH2:13][CH2:12][CH2:11]2)=[CH:5][CH:4]=1)#[CH:2].Br[C:18]1[CH:23]=[CH:22][C:21]([Br:24])=[CH:20][N:19]=1.C(NC(C)C)(C)C.